The task is: Predict which catalyst facilitates the given reaction.. This data is from Catalyst prediction with 721,799 reactions and 888 catalyst types from USPTO. (1) Reactant: [C:1]([O:5][C:6]([NH:8][CH:9]([CH2:45][CH2:46][CH2:47][CH2:48][CH2:49][CH:50]=[CH2:51])[C:10]([N:12]1[CH2:28][C@H:27]([O:29][C:30]2[CH:35]=[C:34]([C:36]3[CH:41]=[CH:40][CH:39]=[CH:38][N:37]=3)[N:33]=[C:32]3[CH:42]=[CH:43][S:44][C:31]=23)[CH2:26][C@H:13]1[C:14]([NH:16][C@:17]1([C:22]([O:24][CH3:25])=[O:23])[CH2:19][C@H:18]1C=C)=[O:15])=[O:11])=[O:7])([CH3:4])([CH3:3])[CH3:2]. Product: [C:1]([O:5][C:6]([NH:8][CH:9]1[C:10](=[O:11])[N:12]2[CH2:28][C@H:27]([O:29][C:30]3[CH:35]=[C:34]([C:36]4[CH:41]=[CH:40][CH:39]=[CH:38][N:37]=4)[N:33]=[C:32]4[CH:42]=[CH:43][S:44][C:31]=34)[CH2:26][C@H:13]2[C:14](=[O:15])[NH:16][C@:17]2([C:22]([O:24][CH3:25])=[O:23])[CH2:18][C@H:19]2[CH:51]=[CH:50][CH2:49][CH2:48][CH2:47][CH2:46][CH2:45]1)=[O:7])([CH3:4])([CH3:3])[CH3:2]. The catalyst class is: 4. (2) Reactant: Cl[CH2:2][CH2:3][CH2:4][O:5][CH2:6][CH2:7][C:8]1[CH:9]=[CH:10][C:11]2[S:15][CH:14]=[CH:13][C:12]=2[CH:16]=1.Cl.[NH:18]1[CH2:21][CH:20]([OH:22])[CH2:19]1.[OH-].[Na+].Cl. Product: [S:15]1[C:11]2[CH:10]=[CH:9][C:8]([CH2:7][CH2:6][O:5][CH2:4][CH2:3][CH2:2][N:18]3[CH2:21][CH:20]([OH:22])[CH2:19]3)=[CH:16][C:12]=2[CH:13]=[CH:14]1. The catalyst class is: 829. (3) Product: [NH2:10][C@H:9]([C:4]1[CH:5]=[CH:6][CH:7]=[CH:8][C:3]=1[Cl:2])[C:17]1[S:18][C:19]2[C:25]([C:26]3[CH:31]=[C:30]([C@@:32]([OH:38])([CH3:37])[C:33]([F:34])([F:35])[F:36])[CH:29]=[CH:28][N:27]=3)=[CH:24][CH:23]=[CH:22][C:20]=2[CH:21]=1. The catalyst class is: 28. Reactant: Cl.[Cl:2][C:3]1[CH:8]=[CH:7][CH:6]=[CH:5][C:4]=1[C@H:9]([C:17]1[S:18][C:19]2[C:25]([C:26]3[CH:31]=[C:30]([C@@:32]([OH:38])([CH3:37])[C:33]([F:36])([F:35])[F:34])[CH:29]=[CH:28][N:27]=3)=[CH:24][CH:23]=[CH:22][C:20]=2[CH:21]=1)[NH:10][S@](C(C)(C)C)=O. (4) Reactant: [CH3:1][O:2][C:3]1[CH:8]=[CH:7][C:6]([C:9]2[CH:14]=[CH:13][C:12]([S:15]([NH:18][CH:19]3[CH:23]([O:24][CH2:25][C:26]4[CH:31]=[CH:30][CH:29]=[CH:28][CH:27]=4)[CH:22]([CH2:32][S:33][C:34]4[S:35][CH:36]=[CH:37][N:38]=4)[O:21][C:20]3=[O:39])(=[O:17])=[O:16])=[CH:11][CH:10]=2)=[CH:5][CH:4]=1.C[O:41]C1C=CC(C2C=CC(S(NC(C(OCC3C=CC=CC=3)C3OC3)C(OC)=O)(=O)=O)=CC=2)=CC=1.C1C=CC=CC=1.C(N(CC)CC)C.SC1SC=CN=1. Product: [CH3:1][O:2][C:3]1[CH:8]=[CH:7][C:6]([C:9]2[CH:14]=[CH:13][C:12]([S:15]([NH:18][CH:19]([CH:23]([O:24][CH2:25][C:26]3[CH:31]=[CH:30][CH:29]=[CH:28][CH:27]=3)[CH:22]([OH:41])[CH2:32][S:33][C:34]3[S:35][CH:36]=[CH:37][N:38]=3)[C:20]([OH:21])=[O:39])(=[O:16])=[O:17])=[CH:11][CH:10]=2)=[CH:5][CH:4]=1. The catalyst class is: 84. (5) Reactant: [CH3:1][C:2]([O:8][CH2:9][CH2:10][CH2:11][CH2:12][CH2:13][CH2:14][CH2:15][CH:16]=[CH2:17])([CH3:7])[C:3]([O:5][CH3:6])=[O:4].ClC1C=CC=C(C(OO)=[O:26])C=1. Product: [O:26]1[CH2:17][CH:16]1[CH2:15][CH2:14][CH2:13][CH2:12][CH2:11][CH2:10][CH2:9][O:8][C:2]([CH3:1])([CH3:7])[C:3]([O:5][CH3:6])=[O:4]. The catalyst class is: 2. (6) The catalyst class is: 2. Reactant: [CH:1]1([CH:4]2[C:13]3[C:8]4=[C:9]([CH2:14][NH:15][CH2:16][CH2:17][N:7]4[CH2:6][CH2:5]2)[CH:10]=[CH:11][CH:12]=3)[CH2:3][CH2:2]1.C(N(CC)CC)C.[C:25](O[C:25]([O:27][C:28]([CH3:31])([CH3:30])[CH3:29])=[O:26])([O:27][C:28]([CH3:31])([CH3:30])[CH3:29])=[O:26]. Product: [CH:1]1([CH:4]2[C:13]3[C:8]4=[C:9]([CH2:14][N:15]([C:25]([O:27][C:28]([CH3:31])([CH3:30])[CH3:29])=[O:26])[CH2:16][CH2:17][N:7]4[CH2:6][CH2:5]2)[CH:10]=[CH:11][CH:12]=3)[CH2:2][CH2:3]1.